This data is from Forward reaction prediction with 1.9M reactions from USPTO patents (1976-2016). The task is: Predict the product of the given reaction. Given the reactants [C:1]([O:7][CH2:8][CH3:9])(=[O:6])[CH2:2][C:3]([O-:5])=O.[K+].[Cl-].[Mg+2].[Cl-].C(N(CC)CC)C.[Cl:21][CH:22](C)[C:23](Cl)=O.Cl, predict the reaction product. The product is: [Cl:21][CH:22]([CH3:23])[C:3](=[O:5])[CH2:2][C:1]([O:7][CH2:8][CH3:9])=[O:6].